From a dataset of Catalyst prediction with 721,799 reactions and 888 catalyst types from USPTO. Predict which catalyst facilitates the given reaction. (1) Reactant: [C:1]([O:4][C:5](=[O:7])[CH3:6])(=O)[CH3:2].N1C=CC=CC=1.[CH2:14](O)[CH2:15][CH2:16][CH2:17][CH2:18][CH2:19][CH2:20][CH2:21]/[CH:22]=[CH:23]\[CH2:24][CH3:25].CCOC(C)=O. Product: [C:5]([O:4][CH2:1][CH2:2][CH2:25][CH2:24][CH2:23][CH2:22][CH2:21][CH2:20][CH2:19][CH2:18]/[CH:17]=[CH:16]\[CH2:15][CH3:14])(=[O:7])[CH3:6]. The catalyst class is: 343. (2) Reactant: I[C:2]1[C:10]2[C:5](=[N:6][CH:7]=[N:8][C:9]=2[NH2:11])[N:4]([CH2:12][C:13]2[CH:14]=[C:15]3[N:20]([C:21]=2[C:22]2[CH:27]=[CH:26][CH:25]=[CH:24][N:23]=2)[CH:19]=[CH:18][CH:17]=[CH:16]3)[N:3]=1.[F:28][C:29]1[CH:30]=[C:31](B(O)O)[CH:32]=[C:33]([OH:35])[CH:34]=1.CCO.C([O-])([O-])=O.[Na+].[Na+]. Product: [NH2:11][C:9]1[N:8]=[CH:7][N:6]=[C:5]2[N:4]([CH2:12][C:13]3[CH:14]=[C:15]4[N:20]([C:21]=3[C:22]3[CH:27]=[CH:26][CH:25]=[CH:24][N:23]=3)[CH:19]=[CH:18][CH:17]=[CH:16]4)[N:3]=[C:2]([C:31]3[CH:32]=[C:33]([OH:35])[CH:34]=[C:29]([F:28])[CH:30]=3)[C:10]=12. The catalyst class is: 104.